Dataset: Catalyst prediction with 721,799 reactions and 888 catalyst types from USPTO. Task: Predict which catalyst facilitates the given reaction. Reactant: [O:1]1[CH:5]=[CH:4][CH:3]=[C:2]1[C@@H:6]([N:11]([CH3:19])[C:12](=[O:18])[O:13][C:14]([CH3:17])([CH3:16])[CH3:15])[C@H:7]([CH3:10])[CH2:8][OH:9].C(N(CC)CC)C.[CH3:27][S:28](Cl)(=[O:30])=[O:29]. Product: [CH3:27][S:28]([O:9][CH2:8][C@@H:7]([CH3:10])[C@H:6]([N:11]([C:12]([O:13][C:14]([CH3:15])([CH3:17])[CH3:16])=[O:18])[CH3:19])[C:2]1[O:1][CH:5]=[CH:4][CH:3]=1)(=[O:30])=[O:29]. The catalyst class is: 2.